The task is: Predict the reactants needed to synthesize the given product.. This data is from Full USPTO retrosynthesis dataset with 1.9M reactions from patents (1976-2016). Given the product [Cl:1][C:2]1[N:7]=[CH:6][C:5]([CH:8]=[O:9])=[CH:4][CH:3]=1, predict the reactants needed to synthesize it. The reactants are: [Cl:1][C:2]1[N:7]=[CH:6][C:5]([CH2:8][OH:9])=[CH:4][CH:3]=1.